This data is from Forward reaction prediction with 1.9M reactions from USPTO patents (1976-2016). The task is: Predict the product of the given reaction. (1) Given the reactants [Cl:1][C:2]1[C:7]([O:8][CH2:9][CH3:10])=[CH:6][C:5]([CH2:11][OH:12])=[CH:4][C:3]=1[N:13]1[CH2:18][CH2:17][S:16](=[O:20])(=[O:19])[CH2:15][CH2:14]1, predict the reaction product. The product is: [Cl:1][C:2]1[C:7]([O:8][CH2:9][CH3:10])=[CH:6][C:5]([CH:11]=[O:12])=[CH:4][C:3]=1[N:13]1[CH2:14][CH2:15][S:16](=[O:20])(=[O:19])[CH2:17][CH2:18]1. (2) Given the reactants [CH2:1]([O:3][C:4]([C:6]1[NH:19][C:9]2=[N:10][CH:11]=[C:12]([O:14][CH2:15][CH2:16][CH2:17]Cl)[CH:13]=[C:8]2[CH:7]=1)=[O:5])[CH3:2].C(=O)([O-])[O-].[K+].[K+].[I-].[K+].[NH:28]1[CH2:33][CH2:32][CH2:31][CH2:30][CH2:29]1, predict the reaction product. The product is: [CH2:1]([O:3][C:4]([C:6]1[NH:19][C:9]2=[N:10][CH:11]=[C:12]([O:14][CH2:15][CH2:16][CH2:17][N:28]3[CH2:33][CH2:32][CH2:31][CH2:30][CH2:29]3)[CH:13]=[C:8]2[CH:7]=1)=[O:5])[CH3:2]. (3) Given the reactants [CH2:1]([O:5][CH2:6][CH2:7][O:8][C:9]1[CH:14]=[CH:13][C:12]([C:15]2[CH:16]=[CH:17][C:18]3[N:24]([C:25](=[O:30])[C:26]([F:29])([F:28])[F:27])[CH2:23][CH2:22][C:21]([C:31]([OH:33])=O)=[CH:20][C:19]=3[CH:34]=2)=[CH:11][CH:10]=1)[CH2:2][CH2:3][CH3:4].[NH2:35][C:36]1[CH:41]=[CH:40][C:39]([CH:42]([C:44]2[CH:49]=[C:48]([CH3:50])[CH:47]=[CH:46][N:45]=2)[OH:43])=[C:38]([O:51][CH3:52])[CH:37]=1.ON1C2C=CC=CC=2N=N1.Cl.C(N=C=NCCCN(C)C)C, predict the reaction product. The product is: [CH2:1]([O:5][CH2:6][CH2:7][O:8][C:9]1[CH:10]=[CH:11][C:12]([C:15]2[CH:16]=[CH:17][C:18]3[N:24]([C:25](=[O:30])[C:26]([F:28])([F:27])[F:29])[CH2:23][CH2:22][C:21]([C:31]([NH:35][C:36]4[CH:41]=[CH:40][C:39]([CH:42]([OH:43])[C:44]5[CH:49]=[C:48]([CH3:50])[CH:47]=[CH:46][N:45]=5)=[C:38]([O:51][CH3:52])[CH:37]=4)=[O:33])=[CH:20][C:19]=3[CH:34]=2)=[CH:13][CH:14]=1)[CH2:2][CH2:3][CH3:4]. (4) Given the reactants CN(C(C1C=CC(NC=O)=CC=1[S:12]([NH:15][C:16]([NH:18][C:19]1[N:20]=[C:21]([O:27][CH3:28])[CH:22]=[C:23]([O:25][CH3:26])[N:24]=1)=[O:17])(=[O:14])=[O:13])=O)C.CC1N=C(OC)N=C(N[C:42]([N-:44][S:45]([C:48]2C=C(I)C=CC=2C(OC)=O)(=[O:47])=[O:46])=O)N=1.[Na+].IC1C=CC=CC=1S(NC(=O)NC1N=C(OC)N=C(C)N=1)(=O)=O.[Na].IC1C=CC=CC=1S(NC(=O)NC1N=C(OC)N=C(C)N=1)(=O)=O.[Na].CC1SC=C(C(OC)=O)C=1S(NC(N1N=C(OC)N(C)C1=O)=O)(=O)=O, predict the reaction product. The product is: [CH3:42][N:44]([S:12]([NH:15][C:16]([NH:18][C:19]1[N:24]=[C:23]([O:25][CH3:26])[CH:22]=[C:21]([O:27][CH3:28])[N:20]=1)=[O:17])(=[O:13])=[O:14])[S:45]([CH3:48])(=[O:47])=[O:46]. (5) Given the reactants Cl[C:2]1[CH:3]=[C:4]([CH:7]=[CH:8][C:9]=1[N:10]=[C:11]=[S:12])[C:5]#[N:6].[C:13]([C:15]([NH:18][C:19]1[CH:28]=[CH:27][C:22]([C:23](NC)=O)=[C:21]([F:29])[CH:20]=1)([CH3:17])[CH3:16])#N.C([OH:32])C.Cl.[CH3:34][N:35](C=O)C, predict the reaction product. The product is: [F:29][C:21]1[CH:20]=[C:19]([N:18]2[C:15]([CH3:16])([CH3:17])[C:13](=[O:32])[N:10]([C:9]3[CH:8]=[C:7]([C:34]#[N:35])[C:4](=[CH:3][CH:2]=3)[C:5]#[N:6])[C:11]2=[S:12])[CH:28]=[CH:27][C:22]=1[CH3:23]. (6) Given the reactants [CH:1]1([C:4]2[CH:13]=[C:12]3[C:7]([CH2:8][CH:9]([CH2:14][CH3:15])[N:10]=[CH:11]3)=[CH:6][C:5]=2[O:16][CH3:17])[CH2:3][CH2:2]1.C(O[CH:21]=[C:22]([C:28](=[O:30])[CH3:29])[C:23]([O:25][CH2:26][CH3:27])=[O:24])C, predict the reaction product. The product is: [CH:1]1([C:4]2[C:5]([O:16][CH3:17])=[CH:6][C:7]3[CH2:8][CH:9]([CH2:14][CH3:15])[N:10]4[CH:11]([CH2:29][C:28](=[O:30])[C:22]([C:23]([O:25][CH2:26][CH3:27])=[O:24])=[CH:21]4)[C:12]=3[CH:13]=2)[CH2:3][CH2:2]1. (7) Given the reactants [Br:1][C:2]1[CH:19]=[CH:18][C:17]([C:20]([F:23])([F:22])[F:21])=[CH:16][C:3]=1[CH2:4][CH:5](C(OCC)=O)[C:6]([O:8]CC)=[O:7].[OH-].[Na+], predict the reaction product. The product is: [Br:1][C:2]1[CH:19]=[CH:18][C:17]([C:20]([F:23])([F:22])[F:21])=[CH:16][C:3]=1[CH2:4][CH2:5][C:6]([OH:8])=[O:7]. (8) Given the reactants FC(F)(F)C(O)=O.[F:8][C:9]1[CH:43]=[CH:42][CH:41]=[C:40]([F:44])[C:10]=1[CH2:11][O:12][C:13]1[C:14]2[N:15]([C:20]([C:24]([NH:26][CH:27]3[CH:31]([F:32])[CH2:30][N:29](C(OC(C)(C)C)=O)[CH2:28]3)=[O:25])=[C:21]([CH3:23])[N:22]=2)[CH:16]=[C:17]([CH3:19])[CH:18]=1.Cl, predict the reaction product. The product is: [F:8][C:9]1[CH:43]=[CH:42][CH:41]=[C:40]([F:44])[C:10]=1[CH2:11][O:12][C:13]1[C:14]2[N:15]([C:20]([C:24]([NH:26][CH:27]3[CH:31]([F:32])[CH2:30][NH:29][CH2:28]3)=[O:25])=[C:21]([CH3:23])[N:22]=2)[CH:16]=[C:17]([CH3:19])[CH:18]=1.